From a dataset of Retrosynthesis with 50K atom-mapped reactions and 10 reaction types from USPTO. Predict the reactants needed to synthesize the given product. (1) Given the product NC(=O)c1cccc(F)c1Nc1nc(Cl)ncc1Cl, predict the reactants needed to synthesize it. The reactants are: Clc1ncc(Cl)c(Cl)n1.NC(=O)c1cccc(F)c1N. (2) Given the product COC(=O)C(CCC(C)CC(C)(C)C)NC(=O)c1cc2ccccc2cc1N, predict the reactants needed to synthesize it. The reactants are: COC(=O)C(N)CCC(C)CC(C)(C)C.Nc1cc2ccccc2cc1C(=O)O. (3) Given the product CS(=O)(=O)c1ccc(OC2CCCC2)c(C(=O)N2CCN(c3nc(C(F)(F)F)cs3)CC2)c1, predict the reactants needed to synthesize it. The reactants are: CS(=O)(=O)c1ccc(OC2CCCC2)c(C(=O)O)c1.FC(F)(F)c1csc(N2CCNCC2)n1. (4) The reactants are: Brc1c[nH]cn1.CS(=O)(=O)Nn1c(=O)[nH]c2cc([N+](=O)[O-])c(F)cc2c1=O. Given the product CS(=O)(=O)Nn1c(=O)[nH]c2cc([N+](=O)[O-])c(-n3cnc(Br)c3)cc2c1=O, predict the reactants needed to synthesize it. (5) Given the product Cn1cc(-c2ccc3c(=O)n(C)cc(-c4nc(CS(C)(=O)=O)ncc4OCC4CC4)c3c2)cn1, predict the reactants needed to synthesize it. The reactants are: CS(=O)(=O)Cc1ncc(OCC2CC2)c(Cl)n1.Cn1cc(-c2ccc3c(=O)n(C)cc(B4OC(C)(C)C(C)(C)O4)c3c2)cn1. (6) Given the product N#Cc1ccc(N2C(=O)N(c3cc(Cl)cc(Cl)c3)[C@@H]3CCCC[C@H]32)cc1C(F)(F)F, predict the reactants needed to synthesize it. The reactants are: Clc1cc(Cl)cc(I)c1.N#Cc1ccc(N2C(=O)N[C@@H]3CCCC[C@H]32)cc1C(F)(F)F. (7) Given the product Cc1ccc(S(=O)(=O)OC[C@@H]2CCCN2S(=O)(=O)c2ccc3c(c2)C2(OCCCO2)C2=NCC(C)(C)CN23)cc1, predict the reactants needed to synthesize it. The reactants are: CC1(C)CN=C2N(C1)c1ccc(S(=O)(=O)N3CCC[C@H]3CO)cc1C21OCCCO1.Cc1ccc(S(=O)(=O)Cl)cc1.